Predict the reactants needed to synthesize the given product. From a dataset of Full USPTO retrosynthesis dataset with 1.9M reactions from patents (1976-2016). (1) Given the product [F:15][C:16]1[CH:17]=[CH:18][C:19]([O:25][CH3:26])=[C:20]([CH:24]=1)[CH2:21][N:22]([CH3:23])[C:12](=[O:14])[CH2:11][CH2:10][CH2:9][S:8][C:5]1[CH:4]=[CH:3][C:2]([OH:1])=[CH:7][CH:6]=1, predict the reactants needed to synthesize it. The reactants are: [OH:1][C:2]1[CH:7]=[CH:6][C:5]([S:8][CH2:9][CH2:10][CH2:11][C:12]([OH:14])=O)=[CH:4][CH:3]=1.[F:15][C:16]1[CH:17]=[CH:18][C:19]([O:25][CH3:26])=[C:20]([CH:24]=1)[CH2:21][NH:22][CH3:23]. (2) The reactants are: C(OC([NH:11][C:12]1[CH:13]=[C:14]2[C:18](=[CH:19][CH:20]=1)[N:17](C(OCC1C=CC=CC=1)=O)[C@H:16]([CH3:31])[CH2:15]2)=O)C1C=CC=CC=1.[H][H]. Given the product [CH3:31][C@@H:16]1[CH2:15][C:14]2[C:18](=[CH:19][CH:20]=[C:12]([NH2:11])[CH:13]=2)[NH:17]1, predict the reactants needed to synthesize it. (3) Given the product [O:16]1[C:21]2[CH:22]=[CH:23][C:24]([CH2:26][CH2:27][N:28]3[CH2:33][CH2:32][N:31]([CH2:15][CH:13]([C:10]4[CH:9]=[CH:8][CH:7]=[C:6]5[C:11]=4[CH:12]=[C:3]([O:2][CH3:1])[CH:4]=[N:5]5)[OH:14])[CH2:30][CH2:29]3)=[CH:25][C:20]=2[O:19][CH2:18][CH2:17]1, predict the reactants needed to synthesize it. The reactants are: [CH3:1][O:2][C:3]1[CH:4]=[N:5][C:6]2[C:11]([CH:12]=1)=[C:10]([CH:13]1[CH2:15][O:14]1)[CH:9]=[CH:8][CH:7]=2.[O:16]1[C:21]2[CH:22]=[CH:23][C:24]([CH2:26][CH2:27][N:28]3[CH2:33][CH2:32][NH:31][CH2:30][CH2:29]3)=[CH:25][C:20]=2[O:19][CH2:18][CH2:17]1.Cl([O-])(=O)(=O)=O.[Li+].